From a dataset of Full USPTO retrosynthesis dataset with 1.9M reactions from patents (1976-2016). Predict the reactants needed to synthesize the given product. (1) Given the product [OH:20][CH:17]1[CH2:18][CH2:19][N:14]([C:3]2([CH3:1])[CH2:8][CH2:7][N:6]([C:9]([O:11][CH2:12][CH3:13])=[O:10])[CH2:5][CH2:4]2)[CH2:15][CH2:16]1, predict the reactants needed to synthesize it. The reactants are: [C:1]([C:3]1([N:14]2[CH2:19][CH2:18][CH:17]([OH:20])[CH2:16][CH2:15]2)[CH2:8][CH2:7][N:6]([C:9]([O:11][CH2:12][CH3:13])=[O:10])[CH2:5][CH2:4]1)#N.C[Mg+].[Br-].C1(C)C=CC=CC=1.C1COCC1. (2) Given the product [CH3:23][C:2]([S:24][S:25][CH3:26])([CH3:1])[CH2:3][CH2:4][CH2:5][O:6][C:7]1[CH:8]=[C:9]([CH2:18][OH:19])[N:10]=[C:11]([CH2:13][OH:14])[CH:12]=1, predict the reactants needed to synthesize it. The reactants are: [CH3:1][C:2]([S:24][S:25][CH3:26])([CH3:23])[CH2:3][CH2:4][CH2:5][O:6][C:7]1[CH:12]=[C:11]([C:13](OCC)=[O:14])[N:10]=[C:9]([C:18](OCC)=[O:19])[CH:8]=1.[Cl-].[Ca+2].[Cl-].[BH4-].[Na+]. (3) Given the product [I:20][C:10]1[C:6]([CH3:5])=[N:7][O:8][C:9]=1[C:11]1[CH:12]=[CH:13][C:14]([N+:17]([O-:19])=[O:18])=[CH:15][CH:16]=1, predict the reactants needed to synthesize it. The reactants are: ClCCCl.[CH3:5][C:6]1[CH:10]=[C:9]([C:11]2[CH:16]=[CH:15][C:14]([N+:17]([O-:19])=[O:18])=[CH:13][CH:12]=2)[O:8][N:7]=1.[I:20]N1C(=O)CCC1=O.OS(O)(=O)=O. (4) Given the product [Cl:11][C:12]1[CH:13]=[CH:14][C:15]([C:18]2([C:21]3[CH:22]=[C:23]([OH:24])[N:1]([C:3]4[CH:8]=[C:7]([C:9]#[N:10])[CH:6]=[CH:5][N:4]=4)[N:2]=3)[CH2:19][CH2:20]2)=[CH:16][CH:17]=1, predict the reactants needed to synthesize it. The reactants are: [NH:1]([C:3]1[CH:8]=[C:7]([C:9]#[N:10])[CH:6]=[CH:5][N:4]=1)[NH2:2].[Cl:11][C:12]1[CH:17]=[CH:16][C:15]([C:18]2([C:21](=O)[CH2:22][C:23](OC)=[O:24])[CH2:20][CH2:19]2)=[CH:14][CH:13]=1. (5) Given the product [Cl:1][C:2]1[CH:3]=[C:4]([NH:5][N:12]=[C:18]2[CH2:19][CH2:20][CH2:21][CH2:22][C:17]2=[O:16])[CH:6]=[C:7]([Cl:10])[C:8]=1[Cl:9], predict the reactants needed to synthesize it. The reactants are: [Cl:1][C:2]1[CH:3]=[C:4]([CH:6]=[C:7]([Cl:10])[C:8]=1[Cl:9])[NH2:5].Cl.[N:12]([O-])=O.[Na+].[O:16]=[C:17]1[CH2:22][CH2:21][CH2:20][CH2:19][CH:18]1C(O)=O. (6) Given the product [CH3:29][O:28][C:21]1[CH:22]=[CH:23][CH:24]=[C:25]([O:26][CH3:27])[C:20]=1[CH:19]1[N:14]([CH2:13][C:12]2[CH:31]=[CH:32][C:9]([OH:8])=[CH:10][CH:11]=2)[C:15](=[O:30])[CH2:16][CH2:17][CH2:18]1, predict the reactants needed to synthesize it. The reactants are: C([O:8][C:9]1[CH:32]=[CH:31][C:12]([CH2:13][N:14]2[CH:19]([C:20]3[C:25]([O:26][CH3:27])=[CH:24][CH:23]=[CH:22][C:21]=3[O:28][CH3:29])[CH2:18][CH2:17][CH2:16][C:15]2=[O:30])=[CH:11][CH:10]=1)C1C=CC=CC=1. (7) Given the product [OH:9][C:7]1[CH:6]=[C:5]([CH3:11])[C:4]([C:12](=[O:22])[C:13]2[CH:14]=[CH:15][C:16]([N+:19]([O-:21])=[O:20])=[CH:17][CH:18]=2)=[C:3]([OH:2])[CH:8]=1, predict the reactants needed to synthesize it. The reactants are: C[O:2][C:3]1[C:4]([C:12](=[O:22])[C:13]2[CH:18]=[CH:17][C:16]([N+:19]([O-:21])=[O:20])=[CH:15][CH:14]=2)=[C:5]([CH3:11])[CH:6]=[C:7]([O:9]C)[CH:8]=1.B(Br)(Br)Br. (8) The reactants are: [N:1]1[CH:6]=[CH:5][CH:4]=[CH:3][C:2]=1[C:7]([OH:9])=O.CCN(CC)CC.[NH:17]1[CH2:22][CH2:21][CH:20]([NH:23][C:24]([NH:26][C:27]2[CH:32]=[CH:31][C:30]([C:33]([F:36])([F:35])[F:34])=[CH:29][CH:28]=2)=[O:25])[CH2:19][CH2:18]1. Given the product [N:1]1[CH:6]=[CH:5][CH:4]=[CH:3][C:2]=1[C:7]([N:17]1[CH2:22][CH2:21][CH:20]([NH:23][C:24]([NH:26][C:27]2[CH:32]=[CH:31][C:30]([C:33]([F:34])([F:35])[F:36])=[CH:29][CH:28]=2)=[O:25])[CH2:19][CH2:18]1)=[O:9], predict the reactants needed to synthesize it. (9) The reactants are: [CH3:1][C:2]1[N:24]=[C:5]2[N:6]=[C:7]([C:16]3[CH:23]=[CH:22][C:19]([CH:20]=[O:21])=[CH:18][CH:17]=3)[C:8]([C:10]3[CH:15]=[CH:14][CH:13]=[CH:12][CH:11]=3)=[CH:9][N:4]2[N:3]=1.[CH:25]1(C2NN=C(N)N=2)C[CH2:26]1. Given the product [CH:1]1([C:2]2[N:24]=[C:5]3[N:6]=[C:7]([C:16]4[CH:17]=[CH:18][C:19]([CH:20]=[O:21])=[CH:22][CH:23]=4)[C:8]([C:10]4[CH:11]=[CH:12][CH:13]=[CH:14][CH:15]=4)=[CH:9][N:4]3[N:3]=2)[CH2:26][CH2:25]1, predict the reactants needed to synthesize it. (10) Given the product [Br:1][C:2]1[CH:7]=[CH:6][C:5]([CH:8]([OH:16])[CH2:9][CH:10]2[CH2:15][CH2:14][CH2:13][CH2:12][NH:11]2)=[CH:4][CH:3]=1, predict the reactants needed to synthesize it. The reactants are: [Br:1][C:2]1[CH:7]=[CH:6][C:5]([CH:8]([OH:16])[CH2:9][C:10]2[CH:15]=[CH:14][CH:13]=[CH:12][N:11]=2)=[CH:4][CH:3]=1.